From a dataset of Peptide-MHC class I binding affinity with 185,985 pairs from IEDB/IMGT. Regression. Given a peptide amino acid sequence and an MHC pseudo amino acid sequence, predict their binding affinity value. This is MHC class I binding data. (1) The peptide sequence is VFKVKLHEI. The MHC is HLA-A11:01 with pseudo-sequence HLA-A11:01. The binding affinity (normalized) is 0.0847. (2) The peptide sequence is MDCTHLEGKII. The MHC is Mamu-A11 with pseudo-sequence Mamu-A11. The binding affinity (normalized) is 0.227. (3) The peptide sequence is FMECNLNELV. The MHC is HLA-A02:03 with pseudo-sequence HLA-A02:03. The binding affinity (normalized) is 0.607.